This data is from Forward reaction prediction with 1.9M reactions from USPTO patents (1976-2016). The task is: Predict the product of the given reaction. (1) Given the reactants C(OC([C:8]1[CH:13]=[CH:12][C:11]([CH2:14][CH:15](OC(=O)C(F)(F)F)[C:16]2[C:17]([O:23][CH3:24])=[N:18][CH:19]=[CH:20][C:21]=2[I:22])=[C:10]([N+:32]([O-:34])=[O:33])[C:9]=1N)=O)(C)(C)C.[OH2:36], predict the reaction product. The product is: [C:11]([O:36][C:17](=[O:23])[NH:18][C:8]1[CH:13]=[CH:12][C:11](/[CH:14]=[CH:15]/[C:16]2[C:17]([O:23][CH3:24])=[N:18][CH:19]=[CH:20][C:21]=2[I:22])=[C:10]([N+:32]([O-:34])=[O:33])[CH:9]=1)([CH3:14])([CH3:12])[CH3:10]. (2) Given the reactants [Br:1][C-:2]1[CH:6]=[CH:5][CH:4]=[CH:3]1.[C-:7]1(Br)[CH:11]=[CH:10][CH:9]=[CH:8]1.[Fe+2:13].C(=O)=O.CC(C)=O.C([Li])CCC.Cl[Si:27]([C:40]1[CH:45]=[CH:44][CH:43]=[CH:42][CH:41]=1)([C:34]1[CH:39]=[CH:38][CH:37]=[CH:36][CH:35]=1)[C:28]1[CH:33]=[CH:32][CH:31]=[CH:30][CH:29]=1, predict the reaction product. The product is: [Br:1][C-:2]1[CH:6]=[CH:5][CH:4]=[CH:3]1.[C:40]1([Si:27]([C:28]2[CH:29]=[CH:30][CH:31]=[CH:32][CH:33]=2)([C:34]2[CH:39]=[CH:38][CH:37]=[CH:36][CH:35]=2)[C-:7]2[CH:11]=[CH:10][CH:9]=[CH:8]2)[CH:41]=[CH:42][CH:43]=[CH:44][CH:45]=1.[Fe+2:13]. (3) Given the reactants [CH3:1][P:2]([CH2:5][N:6]1[CH2:11][CH2:10][N:9]([CH2:12][C:13]2[CH:18]=[CH:17][C:16]([NH:19][C:20](=[O:30])[C:21]3[CH:26]=[CH:25][C:24]([CH3:27])=[C:23]([C:28]#[CH:29])[CH:22]=3)=[CH:15][C:14]=2[C:31]([F:34])([F:33])[F:32])[CH2:8][CH2:7]1)([CH3:4])=[O:3].Br[C:36]1[CH:45]=[N:44][C:43]2[NH:42][C:41](=[O:46])CO[C:38]=2[CH:37]=1.N#N.C(N(CC)C(C)C)(C)C.C[CH2:59][O:60]C(C)=O, predict the reaction product. The product is: [CH3:1][P:2]([CH2:5][N:6]1[CH2:11][CH2:10][N:9]([CH2:12][C:13]2[CH:18]=[CH:17][C:16]([NH:19][C:20](=[O:30])[C:21]3[CH:26]=[CH:25][C:24]([CH3:27])=[C:23]([C:28]#[C:29][C:36]4[CH:45]=[N:44][C:43]5[NH:42][C:41](=[O:46])[O:60][CH2:59][C:38]=5[CH:37]=4)[CH:22]=3)=[CH:15][C:14]=2[C:31]([F:34])([F:32])[F:33])[CH2:8][CH2:7]1)([CH3:4])=[O:3]. (4) Given the reactants Br[CH:2]([C:7]1[CH:12]=[CH:11][C:10]([Br:13])=[CH:9][C:8]=1[F:14])[C:3]([NH:5][CH3:6])=[O:4].C(=O)([O-])[O-].[K+].[K+].Cl.[CH:22]1([N:25]2[CH2:30][C:29]3([CH2:35][CH2:34][NH:33][CH2:32][CH2:31]3)[O:28][CH2:27][C:26]2=[O:36])[CH2:24][CH2:23]1, predict the reaction product. The product is: [Br:13][C:10]1[CH:11]=[CH:12][C:7]([CH:2]([N:33]2[CH2:34][CH2:35][C:29]3([O:28][CH2:27][C:26](=[O:36])[N:25]([CH:22]4[CH2:23][CH2:24]4)[CH2:30]3)[CH2:31][CH2:32]2)[C:3]([NH:5][CH3:6])=[O:4])=[C:8]([F:14])[CH:9]=1. (5) The product is: [F:1][C:2]1[CH:3]=[CH:4][C:5]([O:25][CH:26]([CH3:28])[CH3:27])=[C:6]([N:8]2[CH2:9][CH2:10][N:11]([CH2:14][CH2:15][CH2:16][N:17]3[C:21](=[O:22])[CH2:20][C:19]([CH3:23])([NH:32][CH:29]4[CH2:31][CH2:30]4)[C:18]3=[O:24])[CH2:12][CH2:13]2)[CH:7]=1. Given the reactants [F:1][C:2]1[CH:3]=[CH:4][C:5]([O:25][CH:26]([CH3:28])[CH3:27])=[C:6]([N:8]2[CH2:13][CH2:12][N:11]([CH2:14][CH2:15][CH2:16][N:17]3[C:21](=[O:22])[CH2:20][C:19](=[CH2:23])[C:18]3=[O:24])[CH2:10][CH2:9]2)[CH:7]=1.[CH:29]1([NH2:32])[CH2:31][CH2:30]1, predict the reaction product. (6) The product is: [CH3:20][C:12]1[CH:13]=[C:14]([NH2:17])[CH:15]=[CH:16][C:11]=1[O:10][CH:5]1[CH2:6][CH:7]2[N:2]([CH3:1])[CH:3]([CH2:9][CH2:8]2)[CH2:4]1. Given the reactants [CH3:1][N:2]1[CH:7]2[CH2:8][CH2:9][CH:3]1[CH2:4][CH:5]([O:10][C:11]1[CH:16]=[CH:15][C:14]([N+:17]([O-])=O)=[CH:13][C:12]=1[CH3:20])[CH2:6]2, predict the reaction product. (7) Given the reactants [OH:1][C:2]([C:5]1[CH:10]=[CH:9][CH:8]=[CH:7][C:6]=1[CH:11]1[CH2:16][CH2:15][N:14](C(OC(C)(C)C)=O)[CH2:13][CH2:12]1)([CH3:4])[CH3:3].[OH-].[K+], predict the reaction product. The product is: [NH:14]1[CH2:15][CH2:16][CH:11]([C:6]2[CH:7]=[CH:8][CH:9]=[CH:10][C:5]=2[C:2]([OH:1])([CH3:3])[CH3:4])[CH2:12][CH2:13]1.